Dataset: Peptide-MHC class I binding affinity with 185,985 pairs from IEDB/IMGT. Task: Regression. Given a peptide amino acid sequence and an MHC pseudo amino acid sequence, predict their binding affinity value. This is MHC class I binding data. (1) The peptide sequence is NTCDGNTFTY. The MHC is HLA-A03:01 with pseudo-sequence HLA-A03:01. The binding affinity (normalized) is 0.925. (2) The peptide sequence is YHINVELSL. The MHC is HLA-B38:01 with pseudo-sequence HLA-B38:01. The binding affinity (normalized) is 0.757. (3) The peptide sequence is TMNSRYYLV. The MHC is HLA-A03:01 with pseudo-sequence HLA-A03:01. The binding affinity (normalized) is 0.0847. (4) The peptide sequence is KSTVKLVQR. The MHC is HLA-A68:01 with pseudo-sequence HLA-A68:01. The binding affinity (normalized) is 0.323. (5) The peptide sequence is PGAAVCQAVI. The MHC is H-2-Dd with pseudo-sequence H-2-Dd. The binding affinity (normalized) is 0. (6) The peptide sequence is RRLTARGLLN. The MHC is HLA-B27:05 with pseudo-sequence HLA-B27:05. The binding affinity (normalized) is 0.656. (7) The peptide sequence is ASLIPDATHL. The MHC is Mamu-A01 with pseudo-sequence Mamu-A01. The binding affinity (normalized) is 0.220. (8) The peptide sequence is RRNDVARIF. The MHC is HLA-B27:05 with pseudo-sequence HLA-B27:05. The binding affinity (normalized) is 0.558. (9) The peptide sequence is RIARFHRPY. The MHC is HLA-A02:12 with pseudo-sequence HLA-A02:12. The binding affinity (normalized) is 0.0847.